Dataset: Full USPTO retrosynthesis dataset with 1.9M reactions from patents (1976-2016). Task: Predict the reactants needed to synthesize the given product. (1) The reactants are: [F:1][C:2]1([F:39])[O:6][C:5]2[CH:7]=[CH:8][C:9]([C:11]3([C:14]([NH:16][C@@H:17]4[C:26]5[C:21](=[CH:22][C:23]([O:27][CH3:28])=[CH:24][CH:25]=5)[O:20][C@H:19]([C:29]5[S:30][CH:31]=[C:32]([C:34]([O:36]CC)=[O:35])[N:33]=5)[CH2:18]4)=[O:15])[CH2:13][CH2:12]3)=[CH:10][C:4]=2[O:3]1.FC1(F)OC2C=CC(C3(C(NC4C5C(=CC=CC=5)OC(C5CC(C(OCC)=O)C5)C4)=O)CC3)=CC=2O1. Given the product [F:39][C:2]1([F:1])[O:6][C:5]2[CH:7]=[CH:8][C:9]([C:11]3([C:14]([NH:16][C@@H:17]4[C:26]5[C:21](=[CH:22][C:23]([O:27][CH3:28])=[CH:24][CH:25]=5)[O:20][C@H:19]([C:29]5[S:30][CH:31]=[C:32]([C:34]([OH:36])=[O:35])[N:33]=5)[CH2:18]4)=[O:15])[CH2:12][CH2:13]3)=[CH:10][C:4]=2[O:3]1, predict the reactants needed to synthesize it. (2) The reactants are: [CH2:1]([NH:3][C:4](=[O:33])[C:5]1[CH:10]=[CH:9][C:8]([C:11]2[N:12]([CH2:22][C:23](=[O:32])[NH:24][C:25](=[NH:31])[N:26]3[CH:30]=[CH:29][CH:28]=N3)[C:13]([C:16]3[CH:21]=[CH:20][CH:19]=[CH:18][CH:17]=3)=[CH:14][CH:15]=2)=[CH:7][CH:6]=1)[CH3:2].NCCC[OH:38].C(N(C(C)C)CC)(C)C. Given the product [CH2:1]([NH:3][C:4](=[O:33])[C:5]1[CH:10]=[CH:9][C:8]([C:11]2[N:12]([CH2:22][C:23]([NH:24][C:25]([NH2:31])=[N:26][CH2:30][CH2:29][CH2:28][OH:38])=[O:32])[C:13]([C:16]3[CH:17]=[CH:18][CH:19]=[CH:20][CH:21]=3)=[CH:14][CH:15]=2)=[CH:7][CH:6]=1)[CH3:2], predict the reactants needed to synthesize it. (3) Given the product [CH2:15]([C:2]1[CH:3]=[CH:4][C:5]([N:8]2[CH:12]=[N:11][N:10]=[N:9]2)=[N:6][CH:7]=1)[CH:14]=[CH2:13], predict the reactants needed to synthesize it. The reactants are: Br[C:2]1[CH:3]=[CH:4][C:5]([N:8]2[CH:12]=[N:11][N:10]=[N:9]2)=[N:6][CH:7]=1.[CH2:13]([Sn](CCCC)(CCCC)CCCC)[CH:14]=[CH2:15].[Li+].[Cl-]. (4) Given the product [CH2:2]([C:4]12[CH2:19][CH2:18][C:20](=[O:21])[CH:22]=[C:5]1[CH2:6][CH2:7][CH2:8][C:9]1[CH:14]=[C:13]([O:15][CH3:16])[CH:12]=[CH:11][C:10]=12)[CH3:3], predict the reactants needed to synthesize it. The reactants are: [Na].[CH2:2]([CH:4]1[C:10]2[CH:11]=[CH:12][C:13]([O:15][CH3:16])=[CH:14][C:9]=2[CH2:8][CH2:7][CH2:6][C:5]1=O)[CH3:3].[CH:18]([C:20]([CH3:22])=[O:21])=[CH2:19]. (5) Given the product [O:1]=[CH:2][C@H:3]([C@@H:5]([C@@H:7]([CH2:9][OH:10])[OH:8])[OH:6])[OH:4], predict the reactants needed to synthesize it. The reactants are: [O:1]=[CH:2][C@@H:3]([C@H:5]([C@H:7]([C@@H:9](CO)[OH:10])[OH:8])[OH:6])[OH:4].C(O)C(N)(CO)CO.Cl.[Mg+2].[Cl-].[Cl-].N[C@H](C(O)=O)CS.S(=O)(=O)(O)O.C1C2NC3C(=CC=CC=3)C=2C=CC=1.OCC([C@H]([C@H]([C@@H](CO)O)O)O)=O. (6) The reactants are: [Br:1][C:2]1[C:3]([OH:19])=[C:4]([CH:14]=[C:15]([Br:18])[C:16]=1[F:17])/[CH:5]=[C:6]1/[C:7](=[O:13])[N:8]=[C:9](SC)[S:10]/1.Cl.Cl.[NH:22]1[CH2:27][CH2:26][CH2:25][CH2:24][NH:23]1.C(N(CC)CC)C. Given the product [N:22]1([C:9]2[S:10]/[C:6](=[CH:5]\[C:4]3[CH:14]=[C:15]([Br:18])[C:16]([F:17])=[C:2]([Br:1])[C:3]=3[OH:19])/[C:7](=[O:13])[N:8]=2)[CH2:27][CH2:26][CH2:25][CH2:24][NH:23]1, predict the reactants needed to synthesize it. (7) Given the product [Cl:29][CH2:28][CH2:27][O:25][C:4]1[CH:5]=[C:6]2[C:11](=[CH:12][C:3]=1[O:2][CH3:1])[N:10]=[CH:9][CH:8]=[C:7]2[O:13][C:14]1[C:15]([CH3:24])=[N:16][C:17]2[C:22]([CH:23]=1)=[CH:21][CH:20]=[CH:19][CH:18]=2, predict the reactants needed to synthesize it. The reactants are: [CH3:1][O:2][C:3]1[CH:12]=[C:11]2[C:6]([C:7]([O:13][C:14]3[C:15]([CH3:24])=[N:16][C:17]4[C:22]([CH:23]=3)=[CH:21][CH:20]=[CH:19][CH:18]=4)=[CH:8][CH:9]=[N:10]2)=[CH:5][C:4]=1[OH:25].Br[CH2:27][CH2:28][Cl:29].C(=O)([O-])[O-].[K+].[K+].O. (8) Given the product [C:1]1([C@H:7]2[CH2:8][CH2:9][C@H:10]([CH2:13][C:14]([O:16][CH2:17][CH3:18])=[O:15])[CH2:11][CH2:12]2)[CH:6]=[CH:5][CH:4]=[CH:3][CH:2]=1, predict the reactants needed to synthesize it. The reactants are: [C:1]1([CH:7]2[CH2:12][CH2:11][C:10](=[CH:13][C:14]([O:16][CH2:17][CH3:18])=[O:15])[CH2:9][CH2:8]2)[CH:6]=[CH:5][CH:4]=[CH:3][CH:2]=1. (9) The reactants are: [CH2:1]([NH:3][CH2:4][C:5]([N:7]1[CH2:12][CH2:11][S:10][C:9]2[CH:13]=[C:14]([N+:17]([O-:19])=[O:18])[CH:15]=[CH:16][C:8]1=2)=[O:6])[CH3:2].C(N(CC)CC)C.[C:27](O[C:27]([O:29][C:30]([CH3:33])([CH3:32])[CH3:31])=[O:28])([O:29][C:30]([CH3:33])([CH3:32])[CH3:31])=[O:28]. Given the product [CH2:1]([N:3]([CH2:4][C:5]([N:7]1[CH2:12][CH2:11][S:10][C:9]2[CH:13]=[C:14]([N+:17]([O-:19])=[O:18])[CH:15]=[CH:16][C:8]1=2)=[O:6])[C:27](=[O:28])[O:29][C:30]([CH3:33])([CH3:32])[CH3:31])[CH3:2], predict the reactants needed to synthesize it.